Task: Predict the reactants needed to synthesize the given product.. Dataset: Full USPTO retrosynthesis dataset with 1.9M reactions from patents (1976-2016) (1) Given the product [F:1][C:2]1[CH:3]=[CH:4][C:5]([CH2:6][O:7][C:8]2[CH:9]=[C:10]3[C:15](=[CH:16][CH:17]=2)[CH2:14][NH:13][CH2:12][CH2:11]3)=[CH:19][CH:20]=1, predict the reactants needed to synthesize it. The reactants are: [F:1][C:2]1[CH:20]=[CH:19][C:5]([CH2:6][O:7][C:8]2[CH:9]=[C:10]3[C:15](=[CH:16][CH:17]=2)[C:14](=O)[NH:13][CH2:12][CH2:11]3)=[CH:4][CH:3]=1.[H-].[Al+3].[Li+].[H-].[H-].[H-]. (2) Given the product [Cl:1][C:2]1[CH:3]=[C:4]([NH:8][C:9]2[N:14]=[CH:13][N:12]=[C:11]([C:15]3[CH:20]=[CH:19][N:18]=[C:17]([C:21]([NH:41][OH:50])=[O:23])[CH:16]=3)[N:10]=2)[CH:5]=[CH:6][CH:7]=1, predict the reactants needed to synthesize it. The reactants are: [Cl:1][C:2]1[CH:3]=[C:4]([NH:8][C:9]2[N:14]=[CH:13][N:12]=[C:11]([C:15]3[CH:20]=[CH:19][N:18]=[C:17]([C:21]([OH:23])=O)[CH:16]=3)[N:10]=2)[CH:5]=[CH:6][CH:7]=1.C(N(CC)CC)C.Cl.NO.F[P-](F)(F)(F)(F)F.[N:41]1([O:50]C(N(C)C)=[N+](C)C)C2N=CC=CC=2N=N1. (3) The reactants are: [NH:1]1[C:10]2[C:5](=[CH:6][CH:7]=[CH:8][CH:9]=2)[CH2:4][CH2:3][CH2:2]1.[I:11]I.OO. Given the product [I:11][C:7]1[CH:6]=[C:5]2[C:10](=[CH:9][CH:8]=1)[NH:1][CH2:2][CH2:3][CH2:4]2, predict the reactants needed to synthesize it. (4) Given the product [CH3:71][N:67]([CH3:66])[CH2:68][CH2:70][NH:75][C:77]([C:53]1[CH:54]=[CH:55][C:50]2[O:18][C:17]([CH2:16][O:15][C:14]3[CH:13]=[CH:12][C:11]([C:1]45[CH2:10][CH:5]6[CH2:6][CH:7]([CH2:9][CH:3]([CH2:4]6)[CH2:2]4)[CH2:8]5)=[CH:30][CH:29]=3)=[N:56][C:51]=2[CH:52]=1)=[O:78], predict the reactants needed to synthesize it. The reactants are: [C:1]12([C:11]3[CH:30]=[CH:29][C:14]([O:15][CH2:16][C:17]4[O:18]C5C=CC(C(O)=O)=CC=5N=4)=[CH:13][CH:12]=3)[CH2:10][CH:5]3[CH2:6][CH:7]([CH2:9][CH:3]([CH2:4]3)[CH2:2]1)[CH2:8]2.N1(CCCN)CCOCC1.CN(C(ON1N=[N:56][C:51]2[CH:52]=[CH:53][CH:54]=[CH:55][C:50]1=2)=[N+](C)C)C.F[P-](F)(F)(F)(F)F.C[CH2:66][N:67]([CH:71](C)C)[CH:68]([CH3:70])C.C[N:75]([CH:77]=[O:78])C. (5) The reactants are: [CH2:1]([O:5][C:6]1[CH:14]=[CH:13][C:9]([C:10](Cl)=[O:11])=[C:8]([CH2:15][CH2:16]Cl)[CH:7]=1)[CH2:2][CH2:3][CH3:4].[C:18]([O:22][C:23](=[O:39])[NH:24][CH2:25][C@H:26]1[CH2:30][CH2:29][N:28]([C:31]2[CH:36]=[CH:35][C:34]([NH2:37])=[CH:33][C:32]=2[F:38])[CH2:27]1)([CH3:21])([CH3:20])[CH3:19]. Given the product [C:18]([O:22][C:23](=[O:39])[NH:24][CH2:25][C@H:26]1[CH2:30][CH2:29][N:28]([C:31]2[CH:36]=[CH:35][C:34]([N:37]3[CH2:16][CH2:15][C:8]4[C:9](=[CH:13][CH:14]=[C:6]([O:5][CH2:1][CH2:2][CH2:3][CH3:4])[CH:7]=4)[C:10]3=[O:11])=[CH:33][C:32]=2[F:38])[CH2:27]1)([CH3:21])([CH3:19])[CH3:20], predict the reactants needed to synthesize it. (6) Given the product [O:10]1[CH2:11][CH2:12][CH:7]([CH:5]([CH3:6])[C:4]([OH:13])=[O:3])[CH2:8][CH2:9]1, predict the reactants needed to synthesize it. The reactants are: C([O:3][C:4](=[O:13])[CH:5]([CH:7]1[CH2:12][CH2:11][O:10][CH2:9][CH2:8]1)[CH3:6])C.[OH-].[Na+].Cl. (7) The reactants are: [C]=O.[O:3]1[C:7]2[CH:8]=[CH:9][C:10]([CH:12]([C:26]3[C:34]4[C:29](=[CH:30][C:31](Br)=[CH:32][CH:33]=4)[N:28]([CH3:36])[CH:27]=3)[C:13]([NH:15][S:16]([C:19]3[CH:24]=[CH:23][C:22]([CH3:25])=[CH:21][CH:20]=3)(=[O:18])=[O:17])=[O:14])=[CH:11][C:6]=2[O:5][CH2:4]1.[CH:37]([O-])=[O:38].[Na+]. Given the product [O:3]1[C:7]2[CH:8]=[CH:9][C:10]([CH:12]([C:26]3[C:34]4[C:29](=[CH:30][C:31]([CH:37]=[O:38])=[CH:32][CH:33]=4)[N:28]([CH3:36])[CH:27]=3)[C:13]([NH:15][S:16]([C:19]3[CH:24]=[CH:23][C:22]([CH3:25])=[CH:21][CH:20]=3)(=[O:18])=[O:17])=[O:14])=[CH:11][C:6]=2[O:5][CH2:4]1, predict the reactants needed to synthesize it. (8) Given the product [F:1][C:2]1[CH:3]=[C:4]([C:8]2[CH:9]=[C:10]([OH:16])[C:28]([C:27]([OH:30])=[O:29])=[N:12][CH:13]=2)[CH:5]=[CH:6][CH:7]=1, predict the reactants needed to synthesize it. The reactants are: [F:1][C:2]1[CH:3]=[C:4]([C:8]2[CH:9]=[C:10]([O:16]C)C(C#N)=[N:12][CH:13]=2)[CH:5]=[CH:6][CH:7]=1.Br.[OH-].[Na+].CCCCCC.[C:27]([O:30]CC)(=[O:29])[CH3:28]. (9) Given the product [C:1]([O:5][C:6](=[O:19])[CH2:7][O:8][C:9]1[CH:10]=[C:11]([C:12]([NH:20][CH2:21][C@@H:22]([OH:40])[CH2:23][N:24]2[CH2:29][CH2:28][CH:27]([O:30][C:31]3[CH:36]=[CH:35][C:34]([Cl:37])=[C:33]([Cl:38])[C:32]=3[CH3:39])[CH2:26][CH2:25]2)=[O:14])[CH:15]=[CH:16][C:17]=1[Cl:18])([CH3:2])([CH3:3])[CH3:4], predict the reactants needed to synthesize it. The reactants are: [C:1]([O:5][C:6](=[O:19])[CH2:7][O:8][C:9]1[CH:10]=[C:11]([CH:15]=[CH:16][C:17]=1[Cl:18])[C:12]([OH:14])=O)([CH3:4])([CH3:3])[CH3:2].[NH2:20][CH2:21][C@@H:22]([OH:40])[CH2:23][N:24]1[CH2:29][CH2:28][CH:27]([O:30][C:31]2[CH:36]=[CH:35][C:34]([Cl:37])=[C:33]([Cl:38])[C:32]=2[CH3:39])[CH2:26][CH2:25]1. (10) Given the product [Br:1][C:2]1[CH:3]=[C:4]([F:9])[C:5]([O:8][CH2:17][CH:18]2[CH2:20][CH2:19]2)=[N:6][CH:7]=1, predict the reactants needed to synthesize it. The reactants are: [Br:1][C:2]1[CH:3]=[C:4]([F:9])[C:5]([OH:8])=[N:6][CH:7]=1.C(=O)([O-])[O-].[K+].[K+].Br[CH2:17][CH:18]1[CH2:20][CH2:19]1.